Predict the reactants needed to synthesize the given product. From a dataset of Full USPTO retrosynthesis dataset with 1.9M reactions from patents (1976-2016). (1) Given the product [CH2:35]([O:15][C:14]1[C:9]2[C:10](=[N:11][C:6]([C:2]3[O:1][CH:5]=[CH:4][CH:3]=3)=[C:7]([C:25]3[CH:30]=[CH:29][N:28]=[CH:27][N:26]=3)[CH:8]=2)[N:12]([CH2:16][C:17]2[CH:18]=[CH:19][C:20]([O:23][CH3:24])=[CH:21][CH:22]=2)[N:13]=1)[CH3:36], predict the reactants needed to synthesize it. The reactants are: [O:1]1[CH:5]=[CH:4][CH:3]=[C:2]1[C:6]1[N:11]=[C:10]2[N:12]([CH2:16][C:17]3[CH:22]=[CH:21][C:20]([O:23][CH3:24])=[CH:19][CH:18]=3)[NH:13][C:14](=[O:15])[C:9]2=[CH:8][C:7]=1[C:25]1[CH:30]=[CH:29][N:28]=[CH:27][N:26]=1.[H-].[Na+].[H][H].[CH2:35](Br)[CH3:36]. (2) Given the product [Br:22][C:7]1[N:6]2[CH:12]=[C:3]([C:2]([F:1])([F:13])[F:14])[N:4]=[C:5]2[C:10]([NH2:11])=[CH:9][CH:8]=1, predict the reactants needed to synthesize it. The reactants are: [F:1][C:2]([F:14])([F:13])[C:3]1[N:4]=[C:5]2[C:10]([NH2:11])=[CH:9][CH:8]=[CH:7][N:6]2[CH:12]=1.C1C(=O)N([Br:22])C(=O)C1.O. (3) Given the product [Cl:1][C:2]1[CH:18]=[CH:17][C:16]([Cl:19])=[CH:15][C:3]=1[O:4][C:5]1[CH:13]=[CH:12][C:11]([F:14])=[CH:10][C:6]=1[C:7]([N:27]1[C:28]2[C:23](=[CH:22][CH:21]=[CH:30][CH:29]=2)[CH2:24][CH2:25][CH2:26]1)=[O:9], predict the reactants needed to synthesize it. The reactants are: [Cl:1][C:2]1[CH:18]=[CH:17][C:16]([Cl:19])=[CH:15][C:3]=1[O:4][C:5]1[CH:13]=[CH:12][C:11]([F:14])=[CH:10][C:6]=1[C:7]([OH:9])=O.F[C:21]1[CH:22]=[C:23]2[C:28](=[CH:29][CH:30]=1)[NH:27][CH2:26][CH2:25][CH2:24]2.N1C2C(=CC=CC=2)CCC1. (4) Given the product [C:1]([CH:3]1[CH2:4][CH2:5][N:6]([C:9](=[O:44])[C@H:10]([NH:14][C:15]([C:17]2[C:25]3[C:20](=[N:21][CH:22]=[C:23]([N:26]4[C:34]5[C:29](=[CH:30][C:31]([Cl:35])=[CH:32][CH:33]=5)[CH:28]=[N:27]4)[N:24]=3)[NH:19][CH:18]=2)=[O:16])[CH:11]2[CH2:13][CH2:12]2)[CH2:7][CH2:8]1)#[N:2], predict the reactants needed to synthesize it. The reactants are: [C:1]([CH:3]1[CH2:8][CH2:7][N:6]([C:9](=[O:44])[C@H:10]([NH:14][C:15]([C:17]2[C:25]3[C:20](=[N:21][CH:22]=[C:23]([N:26]4[C:34]5[C:29](=[CH:30][C:31]([Cl:35])=[CH:32][CH:33]=5)[CH:28]=[N:27]4)[N:24]=3)[N:19](COCC[Si](C)(C)C)[CH:18]=2)=[O:16])[CH:11]2[CH2:13][CH2:12]2)[CH2:5][CH2:4]1)#[N:2].FC(F)(F)C(O)=O.C(N)CN. (5) Given the product [F:12][C:13]1[CH:20]=[CH:19][C:16]([CH2:17][CH:1]([C:2](=[O:4])[CH3:3])[C:22]([O:11][CH3:7])=[O:21])=[CH:15][CH:14]=1, predict the reactants needed to synthesize it. The reactants are: [CH3:1][C:2](C)([O-:4])[CH3:3].[K+].[C:7]([OH:11])(C)(C)C.[F:12][C:13]1[CH:20]=[CH:19][C:16]([CH2:17]Br)=[CH:15][CH:14]=1.[O:21]1CCC[CH2:22]1.